This data is from Peptide-MHC class II binding affinity with 134,281 pairs from IEDB. The task is: Regression. Given a peptide amino acid sequence and an MHC pseudo amino acid sequence, predict their binding affinity value. This is MHC class II binding data. (1) The peptide sequence is NVTSIHSLLDEGKQS. The MHC is HLA-DQA10501-DQB10201 with pseudo-sequence HLA-DQA10501-DQB10201. The binding affinity (normalized) is 0.182. (2) The peptide sequence is GLAFQEMENFLGPIA. The MHC is DRB4_0103 with pseudo-sequence DRB4_0103. The binding affinity (normalized) is 0.392.